From a dataset of Catalyst prediction with 721,799 reactions and 888 catalyst types from USPTO. Predict which catalyst facilitates the given reaction. (1) Reactant: [CH2:1]([O:8][C:9]1[CH:14]=[CH:13][C:12]([C:15](=O)[CH2:16][C:17]#[N:18])=[C:11]([F:20])[CH:10]=1)[C:2]1[CH:7]=[CH:6][CH:5]=[CH:4][CH:3]=1.[NH2:21][NH2:22]. Product: [CH2:1]([O:8][C:9]1[CH:14]=[CH:13][C:12]([C:15]2[CH:16]=[C:17]([NH2:18])[NH:22][N:21]=2)=[C:11]([F:20])[CH:10]=1)[C:2]1[CH:3]=[CH:4][CH:5]=[CH:6][CH:7]=1. The catalyst class is: 8. (2) Reactant: [F:1][C:2]1[CH:3]=[CH:4][C:5]2[C:11](=[C:12]([C:15]3[CH:20]=[CH:19][CH:18]=[C:17]([N+:21]([O-])=O)[CH:16]=3)[CH2:13][CH3:14])[C:10]3[CH:24]=[CH:25][CH:26]=[N:27][C:9]=3[CH2:8][O:7][C:6]=2[CH:28]=1. Product: [F:1][C:2]1[CH:3]=[CH:4][C:5]2[C:11](=[C:12]([C:15]3[CH:16]=[C:17]([NH2:21])[CH:18]=[CH:19][CH:20]=3)[CH2:13][CH3:14])[C:10]3=[CH:24][CH:25]=[CH:26][NH:27][C:9]3=[CH:8][O:7][C:6]=2[CH:28]=1. The catalyst class is: 8. (3) Reactant: [NH2:1][C:2]1[C:11]2[N:12]=[C:13]([CH2:28][CH3:29])[N:14]([CH2:15][CH2:16][O:17][CH2:18][CH2:19][NH:20]C(=O)OC(C)(C)C)[C:10]=2[C:9]2[CH:8]=[CH:7][CH:6]=[CH:5][C:4]=2[N:3]=1. Product: [NH2:20][CH2:19][CH2:18][O:17][CH2:16][CH2:15][N:14]1[C:10]2[C:9]3[CH:8]=[CH:7][CH:6]=[CH:5][C:4]=3[N:3]=[C:2]([NH2:1])[C:11]=2[N:12]=[C:13]1[CH2:28][CH3:29]. The catalyst class is: 422. (4) Reactant: [Cl:1][C:2]1[CH:3]=[C:4]2[C:9](=[CH:10][N:11]=1)[N:8]=[CH:7][CH:6]=[C:5]2[OH:12].C(N(C(C)C)CC)(C)C.[F:22][C:23]([F:42])([F:41])[S:24](N(C1C=CC=CC=1)[S:24]([C:23]([F:42])([F:41])[F:22])(=[O:26])=[O:25])(=[O:26])=[O:25]. Product: [F:22][C:23]([F:42])([F:41])[S:24]([O:12][C:5]1[C:4]2[C:9](=[CH:10][N:11]=[C:2]([Cl:1])[CH:3]=2)[N:8]=[CH:7][CH:6]=1)(=[O:26])=[O:25]. The catalyst class is: 2.